Predict the reaction yield, written as a fraction of the theoretical maximum amount of product (1.0 means a 100% yield; for example, 0.34 means a 34% yield). From a dataset of Reaction yield outcomes from USPTO patents with 853,638 reactions. (1) The reactants are [CH3:1][CH2:2][O:3][C:4]([CH3:6])=O.[CH3:7][CH2:8][CH2:9][CH2:10]CC. No catalyst specified. The product is [O:3]1[C:4]2[CH:6]=[CH:7][CH:8]=[CH:9][C:10]=2[CH:1]=[CH:2]1. The yield is 0.629. (2) The reactants are [Cl:1][C:2]1[CH:7]=[CH:6][C:5]([C:8]2[CH:13]=[C:12]([C:14]([F:17])([F:16])[F:15])[N:11]3[N:18]=[CH:19][CH:20]=[C:10]3[N:9]=2)=[CH:4][C:3]=1[CH3:21].C([O-])(=O)C.[Na+].[I:27]Cl. The catalyst is C(O)(=O)C.O. The product is [Cl:1][C:2]1[CH:7]=[CH:6][C:5]([C:8]2[CH:13]=[C:12]([C:14]([F:15])([F:16])[F:17])[N:11]3[N:18]=[CH:19][C:20]([I:27])=[C:10]3[N:9]=2)=[CH:4][C:3]=1[CH3:21]. The yield is 0.930. (3) The reactants are [H-].[Na+].[CH3:3][S:4]([C:7]1[CH:12]=[CH:11][CH:10]=[CH:9][C:8]=1[OH:13])(=[O:6])=[O:5].[Cl:14][C:15]1[CH:31]=[C:30]([Cl:32])[CH:29]=[CH:28][C:16]=1[CH2:17][NH:18][C:19](=[O:27])[C:20]1[CH:25]=[CH:24][N:23]=[C:22](F)[CH:21]=1. The catalyst is CN(C)C(=O)C. The product is [Cl:14][C:15]1[CH:31]=[C:30]([Cl:32])[CH:29]=[CH:28][C:16]=1[CH2:17][NH:18][C:19](=[O:27])[C:20]1[CH:21]=[CH:22][N:23]=[C:24]([O:13][C:8]2[CH:9]=[CH:10][CH:11]=[CH:12][C:7]=2[S:4]([CH3:3])(=[O:5])=[O:6])[CH:25]=1. The yield is 0.188.